From a dataset of Forward reaction prediction with 1.9M reactions from USPTO patents (1976-2016). Predict the product of the given reaction. (1) Given the reactants [Cl:1][C:2]1[CH:17]=[CH:16][C:5]([O:6][C:7]2[CH:15]=[CH:14][C:10]([C:11](O)=[O:12])=[CH:9][CH:8]=2)=[CH:4][CH:3]=1.S(Cl)([Cl:20])=O, predict the reaction product. The product is: [Cl:1][C:2]1[CH:17]=[CH:16][C:5]([O:6][C:7]2[CH:15]=[CH:14][C:10]([C:11]([Cl:20])=[O:12])=[CH:9][CH:8]=2)=[CH:4][CH:3]=1. (2) The product is: [CH3:17][N:18]([CH3:22])[CH2:19][CH2:20][NH:21][C:2]1[C:14]2[C:13]3[C:8](=[CH:9][C:10]([C:15]#[N:16])=[CH:11][CH:12]=3)[NH:7][C:6]=2[N:5]=[CH:4][N:3]=1. Given the reactants Cl[C:2]1[C:14]2[C:13]3[C:8](=[CH:9][C:10]([C:15]#[N:16])=[CH:11][CH:12]=3)[NH:7][C:6]=2[N:5]=[CH:4][N:3]=1.[CH3:17][N:18]([CH3:22])[CH2:19][CH2:20][NH2:21].C(N(C(C)C)C(C)C)C.CC1C=CC(S(O)(=O)=O)=CC=1, predict the reaction product.